Dataset: Reaction yield outcomes from USPTO patents with 853,638 reactions. Task: Predict the reaction yield, written as a fraction of the theoretical maximum amount of product (1.0 means a 100% yield; for example, 0.34 means a 34% yield). (1) The reactants are [F:1][C:2]1[CH:3]=[C:4]2[C:8](=[CH:9][CH:10]=1)[NH:7][C:6](=[O:11])[C:5]2=O.Cl.[NH:14]([C:16]1[CH:21]=[CH:20][C:19]([S:22]([NH2:25])(=[O:24])=[O:23])=[CH:18][CH:17]=1)[NH2:15].C([O-])(=O)C.[Na+]. The catalyst is C(O)C. The product is [F:1][C:2]1[CH:3]=[C:4]2[C:8](=[CH:9][CH:10]=1)[NH:7][C:6](=[O:11])[C:5]2=[N:15][NH:14][C:16]1[CH:21]=[CH:20][C:19]([S:22]([NH2:25])(=[O:23])=[O:24])=[CH:18][CH:17]=1. The yield is 0.620. (2) No catalyst specified. The reactants are [Br:1][C:2]1[C:3]([CH3:9])=[C:4]([NH2:8])[CH:5]=[CH:6][CH:7]=1.CCN(C(C)C)C(C)C.[C:19](Cl)(=[O:21])[CH3:20]. The yield is 0.890. The product is [Br:1][C:2]1[C:3]([CH3:9])=[C:4]([NH:8][C:19](=[O:21])[CH3:20])[CH:5]=[CH:6][CH:7]=1. (3) The reactants are Cl.[CH2:2]([O:9][C:10](=[O:16])[C@H:11]1[CH2:15][CH2:14][CH2:13][NH:12]1)[C:3]1[CH:8]=[CH:7][CH:6]=[CH:5][CH:4]=1.[O:17]1[C:21]([C:22]([OH:24])=O)=[CH:20][CH:19]=[C:18]1[C:25]([OH:27])=O. The catalyst is CCOC(C)=O. The product is [CH2:2]([O:9][C:10]([C@H:11]1[CH2:15][CH2:14][CH2:13][N:12]1[C:22]([C:21]1[O:17][C:18]([C:25]([N:12]2[CH2:13][CH2:14][CH2:15][C@@H:11]2[C:10]([O:9][CH2:2][C:3]2[CH:8]=[CH:7][CH:6]=[CH:5][CH:4]=2)=[O:16])=[O:27])=[CH:19][CH:20]=1)=[O:24])=[O:16])[C:3]1[CH:4]=[CH:5][CH:6]=[CH:7][CH:8]=1. The yield is 0.780. (4) The reactants are [O:1]1[CH2:5][CH2:4][O:3][CH:2]1[C:6]1[C:11]([CH3:12])=[CH:10][C:9]([NH2:13])=[C:8]([CH3:14])[CH:7]=1.ClCCl.C(N(C(C)C)CC)(C)C.[C:27](Cl)(=[O:30])[CH:28]=[CH2:29]. The catalyst is O. The product is [O:1]1[CH2:5][CH2:4][O:3][CH:2]1[C:6]1[C:11]([CH3:12])=[CH:10][C:9]([NH:13][C:27](=[O:30])[CH:28]=[CH2:29])=[C:8]([CH3:14])[CH:7]=1. The yield is 0.970. (5) The reactants are FC(F)(F)C1C=C(NC(=O)NC2C=CC(C3SC(CCC(OC)=O)=NC=3)=CC=2)C=CC=1.[NH2:32][C:33]1[CH:38]=[CH:37][C:36]([C:39]2[S:43][C:42]([CH:44]3[CH2:49][CH2:48][CH:47]([C:50]([O:52][CH3:53])=[O:51])[CH2:46][CH2:45]3)=[N:41][CH:40]=2)=[CH:35][CH:34]=1.[Cl:54][C:55]1[CH:60]=[CH:59][C:58]([N:61]=[C:62]=[O:63])=[C:57]([F:64])[CH:56]=1. No catalyst specified. The product is [Cl:54][C:55]1[CH:60]=[CH:59][C:58]([NH:61][C:62](=[O:63])[NH:32][C:33]2[CH:34]=[CH:35][C:36]([C:39]3[S:43][C:42]([CH:44]4[CH2:45][CH2:46][CH:47]([C:50]([O:52][CH3:53])=[O:51])[CH2:48][CH2:49]4)=[N:41][CH:40]=3)=[CH:37][CH:38]=2)=[C:57]([F:64])[CH:56]=1. The yield is 0.810. (6) The reactants are [CH:1]1([C:4]([OH:6])=O)[CH2:3][CH2:2]1.C(N1C=CN=C1)(N1C=CN=C1)=O.[Cl:19][C:20]1[CH:21]=[C:22]([CH:27]=[CH:28][C:29]=1[CH3:30])[C:23](=[N:25]O)[NH2:24]. The catalyst is ClCCl. The product is [Cl:19][C:20]1[CH:21]=[C:22]([C:23]2[N:24]=[C:4]([CH:1]3[CH2:3][CH2:2]3)[O:6][N:25]=2)[CH:27]=[CH:28][C:29]=1[CH3:30]. The yield is 0.660. (7) The reactants are Cl.N1C=CC=CC=1.C[O:9][C:10]1[CH:15]=[CH:14][C:13]([C:16]([F:19])([F:18])[F:17])=[CH:12][C:11]=1[C:20]([C:22]1[CH:27]=[CH:26][CH:25]=[CH:24][CH:23]=1)=[O:21]. The catalyst is Cl. The product is [OH:9][C:10]1[CH:15]=[CH:14][C:13]([C:16]([F:17])([F:18])[F:19])=[CH:12][C:11]=1[C:20]([C:22]1[CH:27]=[CH:26][CH:25]=[CH:24][CH:23]=1)=[O:21]. The yield is 0.360. (8) The reactants are [NH2:1][C:2]1[CH:11]=[CH:10][C:5]2[NH:6][C:7](=[O:9])[NH:8][C:4]=2[CH:3]=1.[Cl:12][C:13]1[N:18]=[C:17](Cl)[C:16]([F:20])=[CH:15][N:14]=1.CO. The catalyst is O. The product is [Cl:12][C:13]1[N:18]=[C:17]([NH:1][C:2]2[CH:11]=[CH:10][C:5]3[NH:6][C:7](=[O:9])[NH:8][C:4]=3[CH:3]=2)[C:16]([F:20])=[CH:15][N:14]=1. The yield is 0.700. (9) The reactants are [C:1]([O:5][C:6](=[O:19])[NH:7][C:8]1[CH:13]=[CH:12][CH:11]=[CH:10][C:9]=1[NH:14][C:15](=[O:18])[CH:16]=[CH2:17])([CH3:4])([CH3:3])[CH3:2].Br[C:21]1[CH:28]=[CH:27][C:24]([CH:25]=[O:26])=[CH:23][CH:22]=1.C(N(CC)CC)C.[NH4+].[Cl-]. The catalyst is CN(C=O)C.C1C=CC(/C=C/C(/C=C/C2C=CC=CC=2)=O)=CC=1.C1C=CC(/C=C/C(/C=C/C2C=CC=CC=2)=O)=CC=1.C1C=CC(/C=C/C(/C=C/C2C=CC=CC=2)=O)=CC=1.[Pd].[Pd].CC1C(P(C2C(C)=CC=CC=2)C2C(C)=CC=CC=2)=CC=CC=1. The product is [C:1]([O:5][C:6](=[O:19])[NH:7][C:8]1[CH:13]=[CH:12][CH:11]=[CH:10][C:9]=1[NH:14][C:15](=[O:18])/[CH:16]=[CH:17]/[C:21]1[CH:28]=[CH:27][C:24]([CH:25]=[O:26])=[CH:23][CH:22]=1)([CH3:4])([CH3:2])[CH3:3]. The yield is 0.560.